From a dataset of Reaction yield outcomes from USPTO patents with 853,638 reactions. Predict the reaction yield, written as a fraction of the theoretical maximum amount of product (1.0 means a 100% yield; for example, 0.34 means a 34% yield). (1) The reactants are [CH3:1][C:2]([N+:15]([O-:17])=[O:16])([CH3:14])[CH2:3][C:4]1[N:8]2[CH:9]=[CH:10][CH:11]=[C:12]([OH:13])[C:7]2=[N:6][CH:5]=1.Cl[CH2:19][C:20]([O:22][C:23]([CH3:26])([CH3:25])[CH3:24])=[O:21].C(=O)([O-])[O-].[K+].[K+].[I-].[K+]. The catalyst is CC(=O)CC. The product is [CH3:14][C:2]([N+:15]([O-:17])=[O:16])([CH3:1])[CH2:3][C:4]1[N:8]2[CH:9]=[CH:10][CH:11]=[C:12]([O:13][CH2:19][C:20]([O:22][C:23]([CH3:26])([CH3:25])[CH3:24])=[O:21])[C:7]2=[N:6][CH:5]=1. The yield is 0.810. (2) The reactants are [CH:1]([C:4]1[C:5]2[N:6]([CH:16]=[C:17]([C:19]([OH:21])=[O:20])[N:18]=2)[CH:7]=[C:8]([C:10]2[CH:15]=[CH:14][CH:13]=[CH:12][CH:11]=2)[CH:9]=1)([CH3:3])[CH3:2].[Br:22]N1C(=O)CCC1=O. The catalyst is CN(C=O)C.CCOC(C)=O. The product is [Br:22][C:16]1[N:6]2[CH:7]=[C:8]([C:10]3[CH:15]=[CH:14][CH:13]=[CH:12][CH:11]=3)[CH:9]=[C:4]([CH:1]([CH3:3])[CH3:2])[C:5]2=[N:18][C:17]=1[C:19]([OH:21])=[O:20]. The yield is 0.600.